From a dataset of Reaction yield outcomes from USPTO patents with 853,638 reactions. Predict the reaction yield, written as a fraction of the theoretical maximum amount of product (1.0 means a 100% yield; for example, 0.34 means a 34% yield). (1) The reactants are [OH:1][C:2]1[C:3]([C:16]2[CH:17]=[C:18]([CH:24]=[CH:25][C:26]([O:28]CC)=[O:27])[CH:19]=[CH:20][C:21]=2[O:22][CH3:23])=[CH:4][C:5]2[C:6]([CH3:15])([CH3:14])[CH2:7][CH2:8][C:9]([CH3:13])([CH3:12])[C:10]=2[CH:11]=1.Cl.Cl[CH2:33][CH2:34][N:35]1[CH2:40][CH2:39][O:38][CH2:37][CH2:36]1. No catalyst specified. The product is [CH3:23][O:22][C:21]1[CH:20]=[CH:19][C:18]([CH:24]=[CH:25][C:26]([OH:28])=[O:27])=[CH:17][C:16]=1[C:3]1[C:2]([O:1][CH2:33][CH2:34][N:35]2[CH2:40][CH2:39][O:38][CH2:37][CH2:36]2)=[CH:11][C:10]2[C:9]([CH3:13])([CH3:12])[CH2:8][CH2:7][C:6]([CH3:15])([CH3:14])[C:5]=2[CH:4]=1. The yield is 0.850. (2) The reactants are Cl[C:2]1[N:3]=[C:4]([N:19]2[CH2:24][CH2:23][O:22][CH2:21][C@@H:20]2[CH3:25])[C:5]2[CH2:11][CH2:10][N:9]([C:12]([O:14][C:15]([CH3:18])([CH3:17])[CH3:16])=[O:13])[CH2:8][C:6]=2[N:7]=1.[CH2:26]([O:33][C:34]1[N:39]=[C:38]([NH:40][C:41]2[CH:46]=[CH:45][C:44](B3OC(C)(C)C(C)(C)O3)=[CH:43][CH:42]=2)[CH:37]=[CH:36][CH:35]=1)[C:27]1[CH:32]=[CH:31][CH:30]=[CH:29][CH:28]=1.C(=O)([O-])[O-].[K+].[K+].C([O-])(=O)C.[K+]. The catalyst is C1C=CC([P]([Pd]([P](C2C=CC=CC=2)(C2C=CC=CC=2)C2C=CC=CC=2)([P](C2C=CC=CC=2)(C2C=CC=CC=2)C2C=CC=CC=2)[P](C2C=CC=CC=2)(C2C=CC=CC=2)C2C=CC=CC=2)(C2C=CC=CC=2)C2C=CC=CC=2)=CC=1.O.C(#N)C. The product is [CH2:26]([O:33][C:34]1[N:39]=[C:38]([NH:40][C:41]2[CH:46]=[CH:45][C:44]([C:2]3[N:3]=[C:4]([N:19]4[CH2:24][CH2:23][O:22][CH2:21][C@@H:20]4[CH3:25])[C:5]4[CH2:11][CH2:10][N:9]([C:12]([O:14][C:15]([CH3:18])([CH3:17])[CH3:16])=[O:13])[CH2:8][C:6]=4[N:7]=3)=[CH:43][CH:42]=2)[CH:37]=[CH:36][CH:35]=1)[C:27]1[CH:28]=[CH:29][CH:30]=[CH:31][CH:32]=1. The yield is 0.900. (3) The reactants are C(OC([N:11]1[CH2:16][CH:15]=[C:14]([C:17]2[CH:38]=[CH:37][C:20]([O:21][CH2:22][CH2:23][N:24]3[CH2:29][CH2:28][N:27]([C:30]([O:32][C:33]([CH3:36])([CH3:35])[CH3:34])=[O:31])[CH2:26][CH2:25]3)=[CH:19][CH:18]=2)[CH2:13][CH2:12]1)=O)C1C=CC=CC=1. The catalyst is [Pd].CO. The product is [NH:11]1[CH2:16][CH2:15][CH:14]([C:17]2[CH:38]=[CH:37][C:20]([O:21][CH2:22][CH2:23][N:24]3[CH2:29][CH2:28][N:27]([C:30]([O:32][C:33]([CH3:34])([CH3:36])[CH3:35])=[O:31])[CH2:26][CH2:25]3)=[CH:19][CH:18]=2)[CH2:13][CH2:12]1. The yield is 0.900. (4) The catalyst is C1COCC1.O. The reactants are [O:1]([C:8]1[CH:13]=[CH:12][C:11]([C:14]2[C:15]([NH:21][CH2:22][CH:23]3[CH2:28][CH2:27][NH:26][CH2:25][CH2:24]3)=[N:16][CH:17]=[N:18][C:19]=2[NH2:20])=[CH:10][CH:9]=1)[C:2]1[CH:7]=[CH:6][CH:5]=[CH:4][CH:3]=1.C(=O)(O)[O-].[Na+].[C:34](Cl)(=[O:37])[CH:35]=[CH2:36]. The product is [C:34]([N:26]1[CH2:27][CH2:28][CH:23]([CH2:22][NH:21][C:15]2[C:14]([C:11]3[CH:12]=[CH:13][C:8]([O:1][C:2]4[CH:7]=[CH:6][CH:5]=[CH:4][CH:3]=4)=[CH:9][CH:10]=3)=[C:19]([NH2:20])[N:18]=[CH:17][N:16]=2)[CH2:24][CH2:25]1)(=[O:37])[CH:35]=[CH2:36]. The yield is 0.370. (5) The reactants are [Br:1][C:2]1[CH:11]=[CH:10][C:9]2[NH:8][C:7](=[O:12])[C:6]3[NH:13][N:14]=[CH:15][C:5]=3[C:4]=2[CH:3]=1.[H-].[Na+].CN([CH:21]=[O:22])C. No catalyst specified. The product is [Br:1][C:2]1[CH:11]=[CH:10][C:9]2[NH:8][C:7](=[O:12])[C:6]3[N:13]([CH2:5][C:4]4[CH:9]=[CH:10][C:11]([O:22][CH3:21])=[CH:2][CH:3]=4)[N:14]=[CH:15][C:5]=3[C:4]=2[CH:3]=1. The yield is 0.970. (6) The reactants are [F:1][C:2]([F:15])([F:14])[C:3](=O)[CH2:4][C:5]([C:7]1[CH:12]=[CH:11][CH:10]=[CH:9][CH:8]=1)=O.Cl.[N+:17]([C:20]1[CH:25]=[CH:24][C:23]([NH:26][NH2:27])=[CH:22][CH:21]=1)([O-:19])=[O:18]. No catalyst specified. The product is [N+:17]([C:20]1[CH:21]=[CH:22][C:23]([N:26]2[C:5]([C:7]3[CH:12]=[CH:11][CH:10]=[CH:9][CH:8]=3)=[CH:4][C:3]([C:2]([F:15])([F:14])[F:1])=[N:27]2)=[CH:24][CH:25]=1)([O-:19])=[O:18]. The yield is 0.952. (7) The reactants are [C:1]([O:4][C:5]1[CH:14]=[C:13]2[C:8]([C:9](=[O:23])[C:10]([C:15]3[CH:20]=[CH:19][C:18]([O:21][CH3:22])=[CH:17][CH:16]=3)=[CH:11][O:12]2)=[CH:7][CH:6]=1)(=[O:3])[CH3:2]. The catalyst is C(O)C.[Pd]. The product is [C:1]([O:4][C:5]1[CH:14]=[C:13]2[C:8]([CH:9]([OH:23])[CH:10]([C:15]3[CH:16]=[CH:17][C:18]([O:21][CH3:22])=[CH:19][CH:20]=3)[CH2:11][O:12]2)=[CH:7][CH:6]=1)(=[O:3])[CH3:2]. The yield is 1.00. (8) The yield is 0.170. The catalyst is CN(C=O)C. The reactants are Cl[C:2]1[CH:7]=[CH:6][N:5]=[C:4]2[CH:8]=[C:9]([I:11])[S:10][C:3]=12.[CH2:12]([C:19]1[NH:24][C:23](=[O:25])[C:22]([C:26]2[CH:31]=[CH:30][C:29]([OH:32])=[C:28]([F:33])[CH:27]=2)=[CH:21][N:20]=1)[C:13]1[CH:18]=[CH:17][CH:16]=[CH:15][CH:14]=1.C([O-])([O-])=O.[Cs+].[Cs+]. The product is [CH2:12]([C:19]1[NH:24][C:23](=[O:25])[C:22]([C:26]2[CH:31]=[CH:30][C:29]([O:32][C:2]3[CH:7]=[CH:6][N:5]=[C:4]4[CH:8]=[C:9]([I:11])[S:10][C:3]=34)=[C:28]([F:33])[CH:27]=2)=[CH:21][N:20]=1)[C:13]1[CH:18]=[CH:17][CH:16]=[CH:15][CH:14]=1. (9) The reactants are [Cl:1][C:2]1[CH:10]=[N:9][CH:8]=[C:7]([Cl:11])[C:3]=1[C:4]([OH:6])=O.C(Cl)(=O)C(Cl)=O.[NH:18]1[C:22]2[CH:23]=[CH:24][CH:25]=[CH:26][C:21]=2[N:20]=[C:19]1[CH2:27][N:28]([CH:33]1[C:42]2[N:41]=[CH:40][CH:39]=[CH:38][C:37]=2[CH2:36][CH2:35][CH2:34]1)[CH2:29][CH2:30][CH2:31][NH2:32].CCN(CC)CC. The catalyst is C(Cl)Cl.CN(C=O)C.C1COCC1. The product is [NH:18]1[C:22]2[CH:23]=[CH:24][CH:25]=[CH:26][C:21]=2[N:20]=[C:19]1[CH2:27][N:28]([CH:33]1[C:42]2[N:41]=[CH:40][CH:39]=[CH:38][C:37]=2[CH2:36][CH2:35][CH2:34]1)[CH2:29][CH2:30][CH2:31][NH:32][C:4](=[O:6])[C:3]1[C:7]([Cl:11])=[CH:8][N:9]=[CH:10][C:2]=1[Cl:1]. The yield is 0.400. (10) The catalyst is C(OCC)(=O)C. The product is [C:19]([OH:25])(=[O:24])[CH2:20][C:21]([OH:23])=[O:22].[CH3:1][O:2][N:3]([CH3:18])[C:4]1[N:5]=[C:6]([NH:14][CH2:15][CH2:16][CH3:17])[N:7]=[C:8]([NH:10][CH2:11][C:12]#[CH:13])[N:9]=1. The reactants are [CH3:1][O:2][N:3]([CH3:18])[C:4]1[N:9]=[C:8]([NH:10][CH2:11][CH2:12][CH3:13])[N:7]=[C:6]([NH:14][CH2:15][C:16]#[CH:17])[N:5]=1.[C:19]([OH:25])(=[O:24])[CH2:20][C:21]([OH:23])=[O:22]. The yield is 0.850.